Task: Predict which catalyst facilitates the given reaction.. Dataset: Catalyst prediction with 721,799 reactions and 888 catalyst types from USPTO (1) Reactant: [C:1]([S:5][CH2:6][C:7]1[N:12]=[CH:11][C:10]([CH2:13][NH:14][C:15]2[C:25]3[CH2:24][CH2:23][N:22](C(=O)C(F)(F)F)[CH2:21][CH2:20][C:19]=3[CH:18]=[CH:17][C:16]=2[Cl:32])=[CH:9][CH:8]=1)([CH3:4])([CH3:3])[CH3:2].C(=O)([O-])[O-].[K+].[K+]. Product: [C:1]([S:5][CH2:6][C:7]1[N:12]=[CH:11][C:10]([CH2:13][NH:14][C:15]2[C:25]3[CH2:24][CH2:23][NH:22][CH2:21][CH2:20][C:19]=3[CH:18]=[CH:17][C:16]=2[Cl:32])=[CH:9][CH:8]=1)([CH3:4])([CH3:2])[CH3:3]. The catalyst class is: 24. (2) Reactant: [CH3:1][C:2]([CH2:4]O)=O.[CH3:6][C:7]1[CH:13]=[C:12]([CH3:14])[CH:11]=[C:10]([CH3:15])[C:8]=1[NH2:9].O.C1(C)C=CC(S(O)(=O)=O)=CC=1.[C:28]([CH2:30][C:31]([O:33][CH2:34][CH3:35])=[O:32])#[N:29]. Product: [NH2:29][C:28]1[N:9]([C:8]2[C:10]([CH3:15])=[CH:11][C:12]([CH3:14])=[CH:13][C:7]=2[CH3:6])[C:2]([CH3:4])=[CH:1][C:30]=1[C:31]([O:33][CH2:34][CH3:35])=[O:32]. The catalyst class is: 48. (3) Reactant: CO[C:3]1[CH:4]=[C:5]([CH2:9][CH2:10][C:11]([OH:13])=O)[CH:6]=[CH:7][CH:8]=1.C1N=CN([C:19](N2C=NC=C2)=[O:20])C=1.C(N(CC)CC)C.[C:33]([O:37][C:38]([N:40]1[CH2:45][CH2:44][C:43]2[C:46]([C:50]#[N:51])=[C:47]([NH2:49])[S:48][C:42]=2[CH2:41]1)=[O:39])([CH3:36])([CH3:35])[CH3:34]. Product: [C:33]([O:37][C:38]([N:40]1[CH2:45][CH2:44][C:43]2[C:46]([C:50]#[N:51])=[C:47]([NH:49][C:11](=[O:13])[CH2:10][CH2:9][C:5]3[CH:4]=[CH:3][CH:8]=[CH:7][C:6]=3[O:20][CH3:19])[S:48][C:42]=2[CH2:41]1)=[O:39])([CH3:36])([CH3:34])[CH3:35]. The catalyst class is: 4. (4) Product: [Cl:3][C:4]1[CH:31]=[CH:30][C:7]2[N:8]3[C:12]([CH2:13][O:14][CH2:15][C:6]=2[CH:5]=1)=[N:11][N:10]=[C:9]3[CH:16]1[CH2:17][CH2:18][N:19]([C:22]2[CH:27]=[CH:26][CH:25]=[C:24]([C:28]([NH2:29])=[O:1])[N:23]=2)[CH2:20][CH2:21]1. The catalyst class is: 218. Reactant: [OH-:1].[K+].[Cl:3][C:4]1[CH:31]=[CH:30][C:7]2[N:8]3[C:12]([CH2:13][O:14][CH2:15][C:6]=2[CH:5]=1)=[N:11][N:10]=[C:9]3[CH:16]1[CH2:21][CH2:20][N:19]([C:22]2[CH:27]=[CH:26][CH:25]=[C:24]([C:28]#[N:29])[N:23]=2)[CH2:18][CH2:17]1. (5) Reactant: C(OC([NH:11][C@@H:12]([C:38]([CH3:41])([CH3:40])[CH3:39])[C:13]([N:15]1[C@H:30]([C:31]([O:33][C:34]([CH3:37])([CH3:36])[CH3:35])=[O:32])[CH2:29][C@:17]2([O:21][C:20](=[O:22])[N:19]([C:23]3[CH:28]=[CH:27][CH:26]=[CH:25][CH:24]=3)[CH2:18]2)[CH2:16]1)=[O:14])=O)C1C=CC=CC=1. Product: [NH2:11][C@@H:12]([C:38]([CH3:41])([CH3:40])[CH3:39])[C:13]([N:15]1[C@H:30]([C:31]([O:33][C:34]([CH3:36])([CH3:35])[CH3:37])=[O:32])[CH2:29][C@:17]2([O:21][C:20](=[O:22])[N:19]([C:23]3[CH:28]=[CH:27][CH:26]=[CH:25][CH:24]=3)[CH2:18]2)[CH2:16]1)=[O:14]. The catalyst class is: 43. (6) Reactant: CO[C:3]1([O:17][CH3:18])[CH2:8][CH2:7][CH:6]([O:9][CH2:10][C:11]2[CH:16]=[CH:15][CH:14]=[CH:13][CH:12]=2)[CH2:5][CH2:4]1.C[Si]([C:23]#[N:24])(C)C.FC(F)(F)S(O[Si](C)(C)C)(=O)=O.C(=O)(O)[O-].[Na+]. Product: [CH2:10]([O:9][CH:6]1[CH2:5][CH2:4][C:3]([O:17][CH3:18])([C:23]#[N:24])[CH2:8][CH2:7]1)[C:11]1[CH:12]=[CH:13][CH:14]=[CH:15][CH:16]=1. The catalyst class is: 4.